From a dataset of Reaction yield outcomes from USPTO patents with 853,638 reactions. Predict the reaction yield, written as a fraction of the theoretical maximum amount of product (1.0 means a 100% yield; for example, 0.34 means a 34% yield). The reactants are Br[C:2]1[CH:3]=[C:4]([CH:8]=[CH:9][N:10]=1)[C:5]([OH:7])=[O:6].[NH:11]1[CH:15]=[C:14]([CH:16]=[O:17])[N:13]=[CH:12]1. No catalyst specified. The product is [CH:16]([C:14]1[N:13]=[CH:12][N:11]([C:2]2[CH:3]=[C:4]([CH:8]=[CH:9][N:10]=2)[C:5]([OH:7])=[O:6])[CH:15]=1)=[O:17]. The yield is 0.400.